This data is from Forward reaction prediction with 1.9M reactions from USPTO patents (1976-2016). The task is: Predict the product of the given reaction. (1) Given the reactants [C:1]1([Mg]Br)[CH:6]=[CH:5][CH:4]=[CH:3][CH:2]=1.[CH:9]([C:11]1[CH:12]=[C:13]([CH:18]=[CH:19][CH:20]=1)[C:14]([O:16]C)=[O:15])=[O:10], predict the reaction product. The product is: [OH:10][CH:9]([C:1]1[CH:6]=[CH:5][CH:4]=[CH:3][CH:2]=1)[C:11]1[CH:12]=[C:13]([CH:18]=[CH:19][CH:20]=1)[C:14]([OH:16])=[O:15]. (2) Given the reactants [CH:1]1[CH:2]=[C:3]([CH2:6][NH:7][C:8]2[C:13]([C:14]3[N:18]=[N:17][NH:16][N:15]=3)=[CH:12][C:11]([S:19]([NH2:22])(=[O:21])=[O:20])=[C:10]([Cl:23])[CH:9]=2)[S:4][CH:5]=1.[C:24]([O:28][CH2:29]Cl)(=[O:27])[CH2:25][CH3:26].C(N(CC)CC)C.[I-].[Na+], predict the reaction product. The product is: [Cl:23][C:10]1[CH:9]=[C:8]([NH:7][CH2:6][C:3]2[S:4][CH:5]=[CH:1][CH:2]=2)[C:13]([C:14]2[N:15]([CH2:29][O:28][C:24]([CH2:25][CH3:26])=[O:27])[N:16]=[N:17][N:18]=2)=[CH:12][C:11]=1[S:19]([NH2:22])(=[O:21])=[O:20]. (3) Given the reactants [N+:1]([C:4]1[CH:9]=[CH:8][C:7]([N:10]2[CH2:15][CH2:14][N:13]([C:16]([O:18][C:19]([CH3:22])([CH3:21])[CH3:20])=[O:17])[CH2:12][CH2:11]2)=[CH:6][CH:5]=1)([O-])=O.C(O)(=O)C, predict the reaction product. The product is: [NH2:1][C:4]1[CH:9]=[CH:8][C:7]([N:10]2[CH2:15][CH2:14][N:13]([C:16]([O:18][C:19]([CH3:22])([CH3:21])[CH3:20])=[O:17])[CH2:12][CH2:11]2)=[CH:6][CH:5]=1.